This data is from Full USPTO retrosynthesis dataset with 1.9M reactions from patents (1976-2016). The task is: Predict the reactants needed to synthesize the given product. (1) Given the product [Cl:19][C:20]1[CH:21]=[C:22]([N:27]2[CH2:32][CH2:31][N:30]([C:5]([C:4]3[CH:8]=[C:9]([S:12]([CH3:15])(=[O:14])=[O:13])[CH:10]=[CH:11][C:3]=3[N:2]([CH3:1])[CH2:16][CH2:17][CH3:18])=[O:7])[CH2:29][CH2:28]2)[CH:23]=[CH:24][C:25]=1[Cl:26], predict the reactants needed to synthesize it. The reactants are: [CH3:1][N:2]([CH2:16][CH2:17][CH3:18])[C:3]1[CH:11]=[CH:10][C:9]([S:12]([CH3:15])(=[O:14])=[O:13])=[CH:8][C:4]=1[C:5]([OH:7])=O.[Cl:19][C:20]1[CH:21]=[C:22]([N:27]2[CH2:32][CH2:31][NH:30][CH2:29][CH2:28]2)[CH:23]=[CH:24][C:25]=1[Cl:26]. (2) Given the product [NH2:26][C:24]1[C:25]2=[C:17]([C:12]3[CH:13]=[CH:14][C:15]4[C:10]([CH:11]=3)=[N:9][N:8]([CH2:1][C:2]3[CH:7]=[CH:6][CH:5]=[CH:4][CH:3]=3)[CH:16]=4)[CH:18]=[C:19]([CH:27]3[CH2:28][CH2:29][CH2:52][N:50]([CH2:34][C:35]([N:37]([CH3:39])[CH3:38])=[O:36])[CH2:51]3)[N:20]2[N:21]=[CH:22][N:23]=1, predict the reactants needed to synthesize it. The reactants are: [CH2:1]([N:8]1[CH:16]=[C:15]2[C:10]([CH:11]=[C:12]([C:17]3[CH:18]=[C:19]([CH:27]4CCN[CH2:29][CH2:28]4)[N:20]4[C:25]=3[C:24]([NH2:26])=[N:23][CH:22]=[N:21]4)[CH:13]=[CH:14]2)=[N:9]1)[C:2]1[CH:7]=[CH:6][CH:5]=[CH:4][CH:3]=1.Cl[CH2:34][C:35]([N:37]([CH3:39])[CH3:38])=[O:36].C(N(CC)C(C)C)(C)C.C[N:50]([CH:52]=O)[CH3:51]. (3) Given the product [Br:7][C:5]1[S:4][C:3]([C:8]([NH2:10])=[O:9])=[C:2]([NH:1][C:29]([CH:23]2[CH2:28][CH2:27][CH2:26][CH2:25][CH2:24]2)=[O:30])[CH:6]=1, predict the reactants needed to synthesize it. The reactants are: [NH2:1][C:2]1[CH:6]=[C:5]([Br:7])[S:4][C:3]=1[C:8]([NH2:10])=[O:9].C(N(CC)CC)C.O1CCCC1.[CH:23]1([C:29](Cl)=[O:30])[CH2:28][CH2:27][CH2:26][CH2:25][CH2:24]1. (4) The reactants are: [C:1]1([C:7]([NH:10][NH:11]C(OC(C)(C)C)=O)([CH3:9])[CH3:8])[CH:6]=[CH:5][CH:4]=[CH:3][CH:2]=1.O.C1(C)C=CC(S(O)(=O)=O)=CC=1.C(=O)([O-])O.[Na+].CO[C:38]([CH2:40][C:41]([CH2:43][C:44]([O:46][CH3:47])=[O:45])=O)=[O:39]. Given the product [O:39]=[C:38]1[N:10]([C:7]([C:1]2[CH:6]=[CH:5][CH:4]=[CH:3][CH:2]=2)([CH3:9])[CH3:8])[N:11]=[C:41]([CH2:43][C:44]([O:46][CH3:47])=[O:45])[CH2:40]1, predict the reactants needed to synthesize it. (5) Given the product [O:1]1[C:5]2[CH:6]=[CH:7][CH:8]=[CH:9][C:4]=2[CH:3]=[C:2]1[C:18](=[O:24])[C:19]([O:21][CH2:22][CH3:23])=[O:20], predict the reactants needed to synthesize it. The reactants are: [O:1]1[C:5]2[CH:6]=[CH:7][CH:8]=[CH:9][C:4]=2[CH:3]=[CH:2]1.C(=O)=O.[Li]CCCC.[C:18](OCC)(=[O:24])[C:19]([O:21][CH2:22][CH3:23])=[O:20].